Dataset: Catalyst prediction with 721,799 reactions and 888 catalyst types from USPTO. Task: Predict which catalyst facilitates the given reaction. (1) Reactant: B.C1COCC1.[Br:7][C:8]1[C:13]2[CH:14]=[C:15]([C:17](O)=[O:18])[S:16][C:12]=2[CH:11]=[CH:10][CH:9]=1.Cl.B. Product: [Br:7][C:8]1[C:13]2[CH:14]=[C:15]([CH2:17][OH:18])[S:16][C:12]=2[CH:11]=[CH:10][CH:9]=1. The catalyst class is: 1. (2) Reactant: [C:1]([C:5]1[O:6][CH2:7][C@@H:8]([C:10]2[CH:15]=[CH:14][CH:13]=[CH:12][C:11]=2I)[N:9]=1)([CH3:4])([CH3:3])[CH3:2].[Li]C(C)(C)C.[C:22]1([P:28]([C:30]2[CH:35]=[CH:34][CH:33]=[CH:32][CH:31]=2)Cl)[CH:27]=[CH:26][CH:25]=[CH:24][CH:23]=1.O. Product: [C:1]([C:5]1[O:6][CH2:7][C@@H:8]([C:10]2[CH:15]=[CH:14][CH:13]=[CH:12][C:11]=2[P:28]([C:30]2[CH:31]=[CH:32][CH:33]=[CH:34][CH:35]=2)[C:22]2[CH:27]=[CH:26][CH:25]=[CH:24][CH:23]=2)[N:9]=1)([CH3:4])([CH3:3])[CH3:2]. The catalyst class is: 28. (3) Reactant: [NH2:1][C:2]1[CH:11]=[C:10]2[C:5]([C:6]([OH:16])=[CH:7][C:8]([S:12]([OH:15])(=[O:14])=[O:13])=[CH:9]2)=[CH:4][CH:3]=1.[OH-].[Na+:18].C. Product: [NH2:1][C:2]1[CH:11]=[C:10]2[C:5]([C:6]([OH:16])=[CH:7][C:8]([S:12]([O-:15])(=[O:13])=[O:14])=[CH:9]2)=[CH:4][CH:3]=1.[Na+:18]. The catalyst class is: 6. (4) Reactant: [C:1]([C:3]1[CH:8]=[CH:7][CH:6]=[CH:5][C:4]=1[C:9]1[CH:14]=[CH:13][C:12]([CH2:15][CH:16]([C:22](=O)[CH2:23][CH2:24][CH3:25])[C:17](OCC)=[O:18])=[CH:11][C:10]=1[CH3:27])#[N:2].[O:28]1[C:32]2([CH2:37][CH2:36][CH:35]([NH:38][C:39]3[NH:43][N:42]=[C:41]([CH3:44])[N:40]=3)[CH2:34][CH2:33]2)[O:31][CH2:30][CH2:29]1.N12CCCN=C1CCCCC2.C(N(CC)C1C=CC=CC=1)C. Product: [O:28]1[C:32]2([CH2:33][CH2:34][CH:35]([N:38]3[C:17](=[O:18])[C:16]([CH2:15][C:12]4[CH:13]=[CH:14][C:9]([C:4]5[C:3]([C:1]#[N:2])=[CH:8][CH:7]=[CH:6][CH:5]=5)=[C:10]([CH3:27])[CH:11]=4)=[C:22]([CH2:23][CH2:24][CH3:25])[N:43]4[N:42]=[C:41]([CH3:44])[N:40]=[C:39]34)[CH2:36][CH2:37]2)[O:31][CH2:30][CH2:29]1. The catalyst class is: 33. (5) Reactant: [CH3:1][C:2]1[CH:3]=[C:4]([N+:14]([O-])=O)[C:5]([NH:8][CH2:9][C:10](OC)=[O:11])=[N:6][CH:7]=1. Product: [CH3:1][C:2]1[CH:7]=[N:6][C:5]2[NH:8][CH2:9][C:10](=[O:11])[NH:14][C:4]=2[CH:3]=1. The catalyst class is: 178. (6) Reactant: [Cl:1][CH2:2][C:3]1[CH:8]=[CH:7][N:6]=[C:5]([NH2:9])[CH:4]=1.C(N(CC)CC)C.[C:17]([O:20][CH2:21][C:22](Cl)=[O:23])(=[O:19])[CH3:18]. Product: [C:17]([O:20][CH2:21][C:22]([NH:9][C:5]1[CH:4]=[C:3]([CH2:2][Cl:1])[CH:8]=[CH:7][N:6]=1)=[O:23])(=[O:19])[CH3:18]. The catalyst class is: 4. (7) Reactant: [CH:1]1([N:5]2[CH2:10][CH2:9][C:8]3([CH2:15][CH2:14][NH:13][CH2:12][CH2:11]3)[CH2:7][CH2:6]2)[CH2:4][CH2:3][CH2:2]1.[Cl:16][C:17]1[N:18]=[N:19][C:20](Cl)=[CH:21][CH:22]=1.C(=O)([O-])[O-].[K+].[K+].O. Product: [Cl:16][C:17]1[N:18]=[N:19][C:20]([N:13]2[CH2:14][CH2:15][C:8]3([CH2:7][CH2:6][N:5]([CH:1]4[CH2:4][CH2:3][CH2:2]4)[CH2:10][CH2:9]3)[CH2:11][CH2:12]2)=[CH:21][CH:22]=1. The catalyst class is: 16.